This data is from TCR-epitope binding with 47,182 pairs between 192 epitopes and 23,139 TCRs. The task is: Binary Classification. Given a T-cell receptor sequence (or CDR3 region) and an epitope sequence, predict whether binding occurs between them. (1) Result: 0 (the TCR does not bind to the epitope). The epitope is GTITSGWTF. The TCR CDR3 sequence is CASSYSSALSNQPQHF. (2) The epitope is HSKKKCDEL. The TCR CDR3 sequence is CASSQDASGTYNEQFF. Result: 0 (the TCR does not bind to the epitope). (3) The epitope is LPPAYTNSF. The TCR CDR3 sequence is CASSLGLDETQYF. Result: 0 (the TCR does not bind to the epitope). (4) The epitope is YLNTLTLAV. The TCR CDR3 sequence is CASSSGTASTDTQYF. Result: 1 (the TCR binds to the epitope). (5) The epitope is LPRRSGAAGA. The TCR CDR3 sequence is CASSPRTLSTDTQYF. Result: 0 (the TCR does not bind to the epitope). (6) The epitope is KLFIRQEEV. The TCR CDR3 sequence is CASSFLGQFSYEQYF. Result: 0 (the TCR does not bind to the epitope). (7) The epitope is DPFRLLQNSQVFS. The TCR CDR3 sequence is CASSISSSEKLFF. Result: 0 (the TCR does not bind to the epitope).